From a dataset of Full USPTO retrosynthesis dataset with 1.9M reactions from patents (1976-2016). Predict the reactants needed to synthesize the given product. (1) The reactants are: Br[C:2]1[CH:3]=[C:4]([CH2:8][CH2:9][O:10][Si:11]([C:14]([CH3:17])([CH3:16])[CH3:15])([CH3:13])[CH3:12])[CH:5]=[CH:6][CH:7]=1.C([Li])CCC.[B:23](OC(C)C)([O:28]C(C)C)[O:24]C(C)C.O. Given the product [C:14]([Si:11]([CH3:13])([CH3:12])[O:10][CH2:9][CH2:8][C:4]1[CH:3]=[C:2]([B:23]([OH:28])[OH:24])[CH:7]=[CH:6][CH:5]=1)([CH3:17])([CH3:16])[CH3:15], predict the reactants needed to synthesize it. (2) The reactants are: [NH2:1][C:2]1[N:7]=[CH:6][C:5]([CH:8]2[CH2:13][CH2:12][C:11](=O)[CH2:10][CH2:9]2)=[CH:4][CH:3]=1.[NH:15]1[CH2:18][CH:17]([NH:19][C:20]([CH2:22][NH:23][C:24](=[O:35])[C:25]2[CH:30]=[CH:29][CH:28]=[C:27]([C:31]([F:34])([F:33])[F:32])[CH:26]=2)=[O:21])[CH2:16]1. Given the product [NH2:1][C:2]1[N:7]=[CH:6][C:5]([CH:8]2[CH2:13][CH2:12][CH:11]([N:15]3[CH2:18][CH:17]([NH:19][C:20]([CH2:22][NH:23][C:24](=[O:35])[C:25]4[CH:30]=[CH:29][CH:28]=[C:27]([C:31]([F:34])([F:32])[F:33])[CH:26]=4)=[O:21])[CH2:16]3)[CH2:10][CH2:9]2)=[CH:4][CH:3]=1, predict the reactants needed to synthesize it. (3) Given the product [CH2:45]([NH:11][C:12](=[O:38])[CH:13]([CH:14]1[CH2:15][CH2:16][CH2:17][CH2:18][CH2:19]1)[N:20]1[C:24]2[CH:25]=[C:26]([F:30])[C:27]([F:29])=[CH:28][C:23]=2[N:22]=[C:51]1[C:50]1[C:49]([O:48][CH3:47])=[N:57][C:56]([O:58][CH3:59])=[CH:55][CH:54]=1)[C:39]1[CH:44]=[CH:43][CH:42]=[CH:41][CH:40]=1, predict the reactants needed to synthesize it. The reactants are: ClC1C=C(C=CC=1[NH:11][C:12](=[O:38])[CH:13]([N:20]1[C:24]2[CH:25]=[C:26]([F:30])[C:27]([F:29])=[CH:28][C:23]=2[N:22]=C1C1C=NC(Cl)=CC=1)[CH:14]1[CH2:19][CH2:18][CH2:17][CH2:16][CH2:15]1)C(O)=O.[CH:39]1([CH:45]=O)[CH2:44][CH2:43][CH2:42][CH2:41][CH2:40]1.[CH3:47][O:48][C:49]1[N:57]=[C:56]([O:58][CH3:59])[CH:55]=[CH:54][C:50]=1[C:51](O)=O.[N+](CC1C=CC=CC=1)#[C-].Cl. (4) The reactants are: [CH3:1][CH:2]([C:11]1[CH:12]=[C:13]([CH2:17][CH2:18][NH:19]C(OCC2C=CC=CC=2)=O)[CH:14]=[CH:15][CH:16]=1)[CH2:3][NH:4][S:5]([CH:8]([CH3:10])[CH3:9])(=[O:7])=[O:6]. Given the product [NH2:19][CH2:18][CH2:17][C:13]1[CH:12]=[C:11]([CH:2]([CH3:1])[CH2:3][NH:4][S:5]([CH:8]([CH3:10])[CH3:9])(=[O:7])=[O:6])[CH:16]=[CH:15][CH:14]=1, predict the reactants needed to synthesize it. (5) The reactants are: S(Cl)(Cl)=O.[N:5]1[CH:10]=[CH:9][C:8]([C:11]2[CH:19]=[CH:18][C:14]([C:15]([O-:17])=[O:16])=[CH:13][CH:12]=2)=[CH:7][CH:6]=1.[Na+].[CH3:21]O. Given the product [N:5]1[CH:10]=[CH:9][C:8]([C:11]2[CH:19]=[CH:18][C:14]([C:15]([O:17][CH3:21])=[O:16])=[CH:13][CH:12]=2)=[CH:7][CH:6]=1, predict the reactants needed to synthesize it. (6) Given the product [F:12][C:7]1[CH:8]=[CH:9][CH:10]=[C:11]2[C:6]=1[N:5]=[C:4]([C:13]([NH:15][C@H:16]1[CH2:21][CH2:20][O:19][CH2:18][C@@H:17]1[OH:22])=[O:14])[CH:3]=[C:2]2[B:28]1[O:32][C:31]([CH3:34])([CH3:33])[C:30]([CH3:36])([CH3:35])[O:29]1, predict the reactants needed to synthesize it. The reactants are: Br[C:2]1[C:11]2[C:6](=[C:7]([F:12])[CH:8]=[CH:9][CH:10]=2)[N:5]=[C:4]([C:13]([NH:15][C@H:16]2[CH2:21][CH2:20][O:19][CH2:18][C@@H:17]2[OH:22])=[O:14])[CH:3]=1.C([O-])(=O)C.[K+].[B:28]1([B:28]2[O:32][C:31]([CH3:34])([CH3:33])[C:30]([CH3:36])([CH3:35])[O:29]2)[O:32][C:31]([CH3:34])([CH3:33])[C:30]([CH3:36])([CH3:35])[O:29]1.